Dataset: Forward reaction prediction with 1.9M reactions from USPTO patents (1976-2016). Task: Predict the product of the given reaction. (1) Given the reactants C([O-])([O-])=O.[K+].[K+].[CH2:7]([O:14][C:15]1[CH:20]=[C:19]([CH2:21][CH3:22])[CH:18]=[CH:17][C:16]=1[OH:23])[C:8]1[CH:13]=[CH:12][CH:11]=[CH:10][CH:9]=1.[F:24][C:25]1[CH:30]=[CH:29][CH:28]=[C:27](F)[N:26]=1, predict the reaction product. The product is: [CH2:7]([O:14][C:15]1[CH:20]=[C:19]([CH2:21][CH3:22])[CH:18]=[CH:17][C:16]=1[O:23][C:27]1[CH:28]=[CH:29][CH:30]=[C:25]([F:24])[N:26]=1)[C:8]1[CH:13]=[CH:12][CH:11]=[CH:10][CH:9]=1. (2) Given the reactants [Cl:1][C:2]1[CH:3]=[C:4]([NH:16][C:17]2[C:26]3[C:21](=[CH:22][C:23]([O:37][CH:38]4[CH2:42][CH2:41][O:40][CH2:39]4)=[C:24]([NH:27][C:28](=[O:36])[CH:29]=[C:30]4[CH2:35][CH2:34][NH:33][CH2:32][CH2:31]4)[CH:25]=3)[N:20]=[CH:19][C:18]=2[C:43]#[N:44])[CH:5]=[CH:6][C:7]=1[O:8][CH2:9][C:10]1[CH:15]=[CH:14][CH:13]=[CH:12][N:11]=1.[CH2:45]1[CH2:49][O:48][CH2:47][CH2:46]1.ClCC(Cl)=[O:53].[NH2:55][CH2:56][CH2:57][O:58]C(O)C, predict the reaction product. The product is: [Cl:1][C:2]1[CH:3]=[C:4]([NH:16][C:17]2[C:26]3[C:21](=[CH:22][C:23]([O:37][CH:38]4[CH2:42][CH2:41][O:40][CH2:39]4)=[C:24]([NH:27][C:28](=[O:36])[CH:29]=[C:30]4[CH2:35][CH2:34][N:33]([C:57](=[O:58])[CH2:56][NH:55][CH2:46][CH2:47][O:48][CH2:49][CH2:45][OH:53])[CH2:32][CH2:31]4)[CH:25]=3)[N:20]=[CH:19][C:18]=2[C:43]#[N:44])[CH:5]=[CH:6][C:7]=1[O:8][CH2:9][C:10]1[CH:15]=[CH:14][CH:13]=[CH:12][N:11]=1. (3) Given the reactants [F:1][C:2]1[CH:11]=[CH:10][C:9](I)=[CH:8][C:3]=1[C:4]([O:6][CH3:7])=[O:5].[Li+].[Cl-].C[Sn](C)(C)[C:17]1[CH2:18][CH2:19][N:20]([C:23]([O:25][C:26]([CH3:29])([CH3:28])[CH3:27])=[O:24])[CH2:21][CH:22]=1.O1C=CC=C1P(C1OC=CC=1)C1OC=CC=1.C([O-])(O)=O.[Na+], predict the reaction product. The product is: [F:1][C:2]1[CH:11]=[CH:10][C:9]([C:17]2[CH2:22][CH2:21][N:20]([C:23]([O:25][C:26]([CH3:29])([CH3:28])[CH3:27])=[O:24])[CH2:19][CH:18]=2)=[CH:8][C:3]=1[C:4]([O:6][CH3:7])=[O:5]. (4) Given the reactants [CH3:1][O:2][C:3]1[CH:8]=[CH:7][C:6]([CH2:9][N:10]2[CH2:14][CH2:13][CH:12]([S:15]([O-:17])=[O:16])[C:11]2=[O:18])=[CH:5][CH:4]=1.[Na+].[NH2:20]OS(O)(=O)=O.C([O-])(=O)C.[Na+], predict the reaction product. The product is: [CH3:1][O:2][C:3]1[CH:8]=[CH:7][C:6]([CH2:9][N:10]2[CH2:14][CH2:13][CH:12]([S:15]([NH2:20])(=[O:17])=[O:16])[C:11]2=[O:18])=[CH:5][CH:4]=1. (5) Given the reactants C=O.Cl.[Br:4][C:5]1[CH:6]=[CH:7][C:8]([CH3:37])=[C:9]([NH:11][C:12]([C:14]2[N:15]=[CH:16][NH:17][C:18]=2[C:19]([NH:21][C:22]2[NH:26][C:25]3[CH:27]=[CH:28][C:29]([N:31]4[CH2:36][CH2:35][NH:34][CH2:33][CH2:32]4)=[CH:30][C:24]=3[N:23]=2)=[O:20])=[O:13])[CH:10]=1.[C:38](O[BH-](OC(=O)C)OC(=O)C)(=O)C.[Na+].Cl, predict the reaction product. The product is: [Br:4][C:5]1[CH:6]=[CH:7][C:8]([CH3:37])=[C:9]([NH:11][C:12]([C:14]2[N:15]=[CH:16][NH:17][C:18]=2[C:19]([NH:21][C:22]2[NH:26][C:25]3[CH:27]=[CH:28][C:29]([N:31]4[CH2:32][CH2:33][N:34]([CH3:38])[CH2:35][CH2:36]4)=[CH:30][C:24]=3[N:23]=2)=[O:20])=[O:13])[CH:10]=1. (6) Given the reactants CC1(C)C(C)(C)OB([C:9]2[CH:10]=[CH:11][C:12]3[N:16]=[C:15]([C@@H:17]4[CH2:21][CH2:20][CH2:19][N:18]4[C:22]([O:24][C:25]([CH3:28])([CH3:27])[CH3:26])=[O:23])[NH:14][C:13]=3[CH:29]=2)O1.[Br:31][C:32]1[CH:45]=[CH:44][C:43]2[C:42]3[C:37](=[CH:38][C:39](Br)=[CH:40][CH:41]=3)[CH2:36][CH2:35][C:34]=2[CH:33]=1.C(=O)([O-])[O-].[K+].[K+], predict the reaction product. The product is: [Br:31][C:32]1[CH:33]=[C:34]2[C:43]([C:42]3[CH:41]=[CH:40][C:39]([C:9]4[CH:10]=[CH:11][C:12]5[N:16]=[C:15]([C@@H:17]6[CH2:21][CH2:20][CH2:19][N:18]6[C:22]([O:24][C:25]([CH3:28])([CH3:26])[CH3:27])=[O:23])[NH:14][C:13]=5[CH:29]=4)=[CH:38][C:37]=3[CH2:36][CH2:35]2)=[CH:44][CH:45]=1. (7) The product is: [NH2:28][C:13]1[N:14]([CH3:17])[C:15](=[O:16])[C:11]2([C:4]3[C:5](=[CH:6][CH:7]=[C:2]([Br:1])[CH:3]=3)[O:8][CH:9]([C:20]3[CH:25]=[CH:24][CH:23]=[C:22]([O:26][CH3:27])[CH:21]=3)[CH2:10]2)[N:12]=1. Given the reactants [Br:1][C:2]1[CH:3]=[C:4]2[C:11]3([C:15](=[O:16])[N:14]([CH3:17])[C:13](SC)=[N:12]3)[CH2:10][CH:9]([C:20]3[CH:25]=[CH:24][CH:23]=[C:22]([O:26][CH3:27])[CH:21]=3)[O:8][C:5]2=[CH:6][CH:7]=1.[NH4+:28].[I-].N.CCO, predict the reaction product. (8) Given the reactants Cl.Cl.[CH3:3][C@@H:4]1[CH2:8][CH2:7][CH2:6][N:5]1[CH2:9][CH2:10][CH2:11][O:12][C:13]1[CH:25]=[CH:24][C:16]([O:17][CH:18]2[CH2:23][CH2:22][NH:21][CH2:20][CH2:19]2)=[CH:15][CH:14]=1.[Cl:26]CCl.[CH:29]1([C:33](Cl)=[O:34])[CH2:32][CH2:31][CH2:30]1, predict the reaction product. The product is: [ClH:26].[CH:29]1([C:33]([N:21]2[CH2:20][CH2:19][CH:18]([O:17][C:16]3[CH:24]=[CH:25][C:13]([O:12][CH2:11][CH2:10][CH2:9][N:5]4[CH2:6][CH2:7][CH2:8][C@H:4]4[CH3:3])=[CH:14][CH:15]=3)[CH2:23][CH2:22]2)=[O:34])[CH2:32][CH2:31][CH2:30]1.